Dataset: Full USPTO retrosynthesis dataset with 1.9M reactions from patents (1976-2016). Task: Predict the reactants needed to synthesize the given product. Given the product [CH3:52][C:40]1[C:39]([C:37]([O:36][CH2:34][CH3:35])=[O:38])=[CH:43][N:42]([C:44]2[C:49]([CH2:50][O:51][CH:1]=[CH2:2])=[CH:48][CH:47]=[CH:46][N:45]=2)[N:41]=1, predict the reactants needed to synthesize it. The reactants are: [C:1]1(C2C3C(=C4C(=CC=3)C(C3C=CC=CC=3)=CC=N4)N=CC=2)C=CC=C[CH:2]=1.C(OCCCC)=C.[CH2:34]([O:36][C:37]([C:39]1[C:40]([CH3:52])=[N:41][N:42]([C:44]2[C:49]([CH2:50][OH:51])=[CH:48][CH:47]=[CH:46][N:45]=2)[CH:43]=1)=[O:38])[CH3:35].